Task: Predict the reaction yield, written as a fraction of the theoretical maximum amount of product (1.0 means a 100% yield; for example, 0.34 means a 34% yield).. Dataset: Reaction yield outcomes from USPTO patents with 853,638 reactions The reactants are O.O.O.O.O.S(O)(O)(=O)=O.[CH:11]1[C:27]2[CH2:26][C@H:25]3[N:28]([CH2:30][CH2:31][C@@:17]45[C@H:24]3[CH:23]=[CH:22][C@H:20]([OH:21])[C@@H:18]4[O:19][C:15]([C:16]=25)=[C:13]([OH:14])[CH:12]=1)[CH3:29].C1C=CC(N[S:39]([C:42]([F:45])([F:44])[F:43])(=[O:41])=[O:40])=CC=1.C(N(CC)CC)C. The catalyst is C(Cl)Cl. The product is [F:43][C:42]([F:45])([F:44])[S:39]([C:13]1([OH:14])[C:15]2[O:19][C@@H:18]3[C@@:17]45[CH2:31][CH2:30][N:28]([CH3:29])[C@@H:25]([C@@H:24]4[CH:23]=[CH:22][C@@H:20]3[OH:21])[CH2:26][C:27]([C:16]5=2)=[CH:11][CH2:12]1)(=[O:41])=[O:40]. The yield is 0.620.